Dataset: Forward reaction prediction with 1.9M reactions from USPTO patents (1976-2016). Task: Predict the product of the given reaction. (1) Given the reactants [C:1]([O:5][C:6]([N:8]1[CH2:23][CH2:22][C:11]2[NH:12][C:13]3[CH:14]=[CH:15][C:16]([C:19](O)=[O:20])=[CH:17][C:18]=3[C:10]=2[CH2:9]1)=[O:7])([CH3:4])([CH3:3])[CH3:2].[CH3:24][CH:25]1[CH2:30][CH2:29][CH2:28][NH:27][CH2:26]1.C(N(C(C)C)CC)(C)C.CN(C(ON1N=NC2C=CC=NC1=2)=[N+](C)C)C.F[P-](F)(F)(F)(F)F, predict the reaction product. The product is: [CH3:24][CH:25]1[CH2:30][CH2:29][CH2:28][N:27]([C:19]([C:16]2[CH:15]=[CH:14][C:13]3[NH:12][CH:11]4[CH2:22][CH2:23][N:8]([C:6]([O:5][C:1]([CH3:3])([CH3:2])[CH3:4])=[O:7])[CH2:9][CH:10]4[C:18]=3[CH:17]=2)=[O:20])[CH2:26]1. (2) Given the reactants [C:1](Cl)(=O)C(Cl)=O.[Br:7][C:8]1[C:16]([O:17][C:18]2[CH:23]=[CH:22][C:21]([F:24])=[CH:20][C:19]=2[F:25])=[CH:15][C:11]([C:12]([OH:14])=[O:13])=[C:10]([N+:26]([O-:28])=[O:27])[CH:9]=1.CO, predict the reaction product. The product is: [Br:7][C:8]1[C:16]([O:17][C:18]2[CH:23]=[CH:22][C:21]([F:24])=[CH:20][C:19]=2[F:25])=[CH:15][C:11]([C:12]([O:14][CH3:1])=[O:13])=[C:10]([N+:26]([O-:28])=[O:27])[CH:9]=1. (3) Given the reactants [Cl:1][C:2]1[N:3]=[C:4]([N:11]2[CH2:16][CH2:15][O:14][CH2:13][CH2:12]2)[C:5]2[O:10][CH:9]=[CH:8][C:6]=2[N:7]=1.C([Li])CCC.CN([CH:25]=[O:26])C, predict the reaction product. The product is: [Cl:1][C:2]1[N:3]=[C:4]([N:11]2[CH2:16][CH2:15][O:14][CH2:13][CH2:12]2)[C:5]2[O:10][C:9]([CH:25]=[O:26])=[CH:8][C:6]=2[N:7]=1. (4) Given the reactants Br[C:2]1[CH:3]=[CH:4][C:5]2[C:18]3[N:17]=[C:16]([C:19]4[C:24]([F:25])=[CH:23][CH:22]=[CH:21][C:20]=4[Cl:26])[NH:15][C:14]=3[C:13]3[C:8](=[CH:9][C:10]([C:27]([OH:36])([C:32]([F:35])([F:34])[F:33])[C:28]([F:31])([F:30])[F:29])=[CH:11][CH:12]=3)[C:6]=2[CH:7]=1.O1CCCOB1[C:43]1[CH:44]=[N:45][CH:46]=[CH:47][CH:48]=1.C1(P(C2C=CC=CC=2)C2C=CC=CC=2)C=CC=CC=1.C(=O)([O-])[O-].[Na+].[Na+], predict the reaction product. The product is: [Cl:26][C:20]1[CH:21]=[CH:22][CH:23]=[C:24]([F:25])[C:19]=1[C:16]1[NH:15][C:14]2[C:13]3[C:8]([C:6]4[CH:7]=[C:2]([C:43]5[CH:44]=[N:45][CH:46]=[CH:47][CH:48]=5)[CH:3]=[CH:4][C:5]=4[C:18]=2[N:17]=1)=[CH:9][C:10]([C:27]([OH:36])([C:28]([F:29])([F:31])[F:30])[C:32]([F:33])([F:35])[F:34])=[CH:11][CH:12]=3. (5) Given the reactants [H-].[Na+].[NH:3]1[C:11]2[C:6](=[CH:7][CH:8]=[CH:9][CH:10]=2)[C:5]([C:12]([O:14][CH3:15])=[O:13])=[CH:4]1.[CH3:16]I, predict the reaction product. The product is: [CH3:16][N:3]1[C:11]2[C:6](=[CH:7][CH:8]=[CH:9][CH:10]=2)[C:5]([C:12]([O:14][CH3:15])=[O:13])=[CH:4]1. (6) Given the reactants [Br:1][C:2]1[CH:3]=[C:4]([NH2:9])[C:5]([NH2:8])=[CH:6][CH:7]=1.[C:10]([O:14][C:15]([N:17]1[CH2:21][CH2:20][CH2:19][CH:18]1[CH:22]=O)=[O:16])([CH3:13])([CH3:12])[CH3:11], predict the reaction product. The product is: [C:10]([O:14][C:15]([N:17]1[CH2:21][CH2:20][CH2:19][CH:18]1[C:22]1[NH:9][C:4]2[CH:3]=[C:2]([Br:1])[CH:7]=[CH:6][C:5]=2[N:8]=1)=[O:16])([CH3:13])([CH3:11])[CH3:12]. (7) Given the reactants [CH2:1]([O:3][C:4]1[CH:5]=[C:6]([CH2:12][C:13]([OH:15])=O)[CH:7]=[CH:8][C:9]=1[O:10][CH3:11])[CH3:2].C(Cl)(=O)C(Cl)=O.[NH:22]1[CH2:26][CH2:25][C:24]([C:27]2[CH:32]=[CH:31][C:30]([OH:33])=[CH:29][CH:28]=2)=[N:23]1, predict the reaction product. The product is: [CH2:1]([O:3][C:4]1[CH:5]=[C:6]([CH2:12][C:13]([N:22]2[CH2:26][CH2:25][C:24]([C:27]3[CH:32]=[CH:31][C:30]([OH:33])=[CH:29][CH:28]=3)=[N:23]2)=[O:15])[CH:7]=[CH:8][C:9]=1[O:10][CH3:11])[CH3:2].